Dataset: Forward reaction prediction with 1.9M reactions from USPTO patents (1976-2016). Task: Predict the product of the given reaction. Given the reactants C1(P(C2C=CC=CC=2)C2C=CC=CC=2)C=CC=CC=1.CCOC(/N=N/C(OCC)=O)=O.[CH2:32]([O:39][NH:40][C:41](=[O:54])[CH2:42][C@H:43](O)[CH2:44][O:45][C:46]1[CH:51]=[CH:50][C:49]([Br:52])=[CH:48][CH:47]=1)[C:33]1[CH:38]=[CH:37][CH:36]=[CH:35][CH:34]=1, predict the reaction product. The product is: [CH2:32]([O:39][N:40]1[C@@H:43]([CH2:44][O:45][C:46]2[CH:51]=[CH:50][C:49]([Br:52])=[CH:48][CH:47]=2)[CH2:42][C:41]1=[O:54])[C:33]1[CH:38]=[CH:37][CH:36]=[CH:35][CH:34]=1.